From a dataset of Forward reaction prediction with 1.9M reactions from USPTO patents (1976-2016). Predict the product of the given reaction. Given the reactants [CH:1]1([N:5]2[CH2:11][CH2:10][C:9]3[CH:12]=[CH:13][C:14]([NH2:16])=[CH:15][C:8]=3[CH2:7][CH2:6]2)[CH2:4][CH2:3][CH2:2]1.CCN(CC1C=CC=CC=1)CC.C=CC1C=CC=CC=1.C=CC1C=CC(C=C)=CC=1.[C:47]([C:49]1[CH:57]=[CH:56][C:52]([C:53](Cl)=[O:54])=[CH:51][CH:50]=1)#[N:48], predict the reaction product. The product is: [C:47]([C:49]1[CH:57]=[CH:56][C:52]([C:53]([NH:16][C:14]2[CH:13]=[CH:12][C:9]3[CH2:10][CH2:11][N:5]([CH:1]4[CH2:4][CH2:3][CH2:2]4)[CH2:6][CH2:7][C:8]=3[CH:15]=2)=[O:54])=[CH:51][CH:50]=1)#[N:48].